From a dataset of Forward reaction prediction with 1.9M reactions from USPTO patents (1976-2016). Predict the product of the given reaction. (1) The product is: [CH2:37]([C:41]1[CH:46]=[CH:45][C:44]([C:47]([N:49]=[C:50]=[S:51])=[O:48])=[CH:43][CH:42]=1)[CH2:38][CH2:39][CH3:40].[CH2:37]([C:41]1[CH:46]=[CH:45][C:44]([C:47]([NH:49][C:50]([NH:33][C:32]2[CH:34]=[CH:35][C:29]([O:28][C:19]3[C:18]4[C:23](=[CH:24][C:25]([O:26][CH3:27])=[C:16]([O:15][CH3:14])[CH:17]=4)[N:22]=[CH:21][CH:20]=3)=[CH:30][C:31]=2[F:36])=[S:51])=[O:48])=[CH:43][CH:42]=1)[CH2:38][CH2:39][CH3:40]. Given the reactants C(C1C=CC(C(Cl)=O)=CC=1)CCC.[CH3:14][O:15][C:16]1[CH:17]=[C:18]2[C:23](=[CH:24][C:25]=1[O:26][CH3:27])[N:22]=[CH:21][CH:20]=[C:19]2[O:28][C:29]1[CH:35]=[CH:34][C:32]([NH2:33])=[C:31]([F:36])[CH:30]=1.[CH2:37]([C:41]1[CH:46]=[CH:45][C:44]([C:47]([N:49]=[C:50]=[S:51])=[O:48])=[CH:43][CH:42]=1)[CH2:38][CH2:39][CH3:40], predict the reaction product. (2) Given the reactants C(OC([N:11]1[CH2:17][CH2:16][CH2:15][CH:14]([NH:18][C:19](=[O:35])[C@@H:20]([NH:27][C:28]([C:30]2[O:31][CH:32]=[CH:33][CH:34]=2)=[O:29])[CH2:21][CH:22]2[CH2:26][CH2:25][CH2:24][CH2:23]2)[CH:13]([OH:36])[CH2:12]1)=O)C1C=CC=CC=1.C[Si](I)(C)C, predict the reaction product. The product is: [CH:22]1([CH2:21][C@H:20]([NH:27][C:28]([C:30]2[O:31][CH:32]=[CH:33][CH:34]=2)=[O:29])[C:19](=[O:35])[NH:18][CH:14]2[CH2:15][CH2:16][CH2:17][NH:11][CH2:12][CH:13]2[OH:36])[CH2:26][CH2:25][CH2:24][CH2:23]1. (3) The product is: [CH3:26][C:16]1[CH:21]=[CH:20][C:19]([S:22]([NH:15][CH2:14][CH2:13][C:4]2[C:5]([O:11][CH3:12])=[CH:6][C:7]([O:9][CH3:10])=[CH:8][C:3]=2[O:2][CH3:1])(=[O:24])=[O:23])=[CH:18][CH:17]=1. Given the reactants [CH3:1][O:2][C:3]1[CH:8]=[C:7]([O:9][CH3:10])[CH:6]=[C:5]([O:11][CH3:12])[C:4]=1[CH2:13][CH2:14][NH2:15].[C:16]1([CH3:26])[CH:21]=[CH:20][C:19]([S:22](Cl)(=[O:24])=[O:23])=[CH:18][CH:17]=1, predict the reaction product. (4) Given the reactants CS([O:5][C@@H:6]1[CH2:10][CH2:9][N:8]([CH:11]2[CH2:16][CH2:15][N:14]([C:17]([O:19][C:20]([CH3:23])([CH3:22])[CH3:21])=[O:18])[CH2:13][CH2:12]2)[C:7]1=[O:24])(=O)=O.O[C:26]1[CH:27]=[CH:28][C:29]([C:32]([O:34][CH3:35])=[O:33])=[N:30][CH:31]=1.C(=O)([O-])[O-].[K+].[K+], predict the reaction product. The product is: [C:20]([O:19][C:17]([N:14]1[CH2:15][CH2:16][CH:11]([N:8]2[CH2:9][CH2:10][C@H:6]([O:5][C:26]3[CH:27]=[CH:28][C:29]([C:32]([O:34][CH3:35])=[O:33])=[N:30][CH:31]=3)[C:7]2=[O:24])[CH2:12][CH2:13]1)=[O:18])([CH3:23])([CH3:22])[CH3:21]. (5) Given the reactants [CH3:1][C:2]([CH3:4])=[O:3].[OH-].[Na+].[OH:7][C:8]1[CH:15]=[CH:14][C:11]([CH:12]=O)=[CH:10][C:9]=1[O:16][CH3:17], predict the reaction product. The product is: [OH:7][C:8]1[CH:15]=[CH:14][C:11]([CH:12]=[CH:1][C:2](=[O:3])[CH3:4])=[CH:10][C:9]=1[O:16][CH3:17]. (6) Given the reactants [C:1]([C:4]1[N:8]([CH3:9])[N:7]=[CH:6][C:5]=1[NH:10][C:11](=[O:29])[C:12]1[CH:17]=[CH:16][N:15]=[C:14]([NH:18][C:19]2[CH:24]=[CH:23][C:22]([C:25]([F:28])([F:27])[F:26])=[CH:21][N:20]=2)[CH:13]=1)(=[O:3])[CH3:2].[CH:30]1([Mg]Br)[CH2:32][CH2:31]1, predict the reaction product. The product is: [CH:30]1([C:1]([C:4]2[N:8]([CH3:9])[N:7]=[CH:6][C:5]=2[NH:10][C:11](=[O:29])[C:12]2[CH:17]=[CH:16][N:15]=[C:14]([NH:18][C:19]3[CH:24]=[CH:23][C:22]([C:25]([F:28])([F:26])[F:27])=[CH:21][N:20]=3)[CH:13]=2)([OH:3])[CH3:2])[CH2:32][CH2:31]1.